Dataset: Full USPTO retrosynthesis dataset with 1.9M reactions from patents (1976-2016). Task: Predict the reactants needed to synthesize the given product. (1) Given the product [Cl:1][C:2]1[C:3]([N:12]2[CH2:17][CH2:16][CH:15]([C:18]([O:20][CH3:21])=[O:19])[CH2:14][CH2:13]2)=[N:4][CH:5]=[C:6]([CH:10]=1)[C:7]([OH:9])=[O:8], predict the reactants needed to synthesize it. The reactants are: [Cl:1][C:2]1[C:3](Cl)=[N:4][CH:5]=[C:6]([CH:10]=1)[C:7]([OH:9])=[O:8].[NH:12]1[CH2:17][CH2:16][CH:15]([C:18]([O:20][CH3:21])=[O:19])[CH2:14][CH2:13]1.CCN(C(C)C)C(C)C. (2) Given the product [CH2:44]([O:43][C:40]1[N:39]=[CH:38][C:37]([NH:7][C:8]2[CH:13]=[CH:12][C:11]([CH2:14][C:15]3[C:23]4[C:18](=[N:19][CH:20]=[C:21]([CH3:24])[CH:22]=4)[NH:17][CH:16]=3)=[C:10]([F:36])[N:9]=2)=[CH:42][CH:41]=1)[CH3:45], predict the reactants needed to synthesize it. The reactants are: C(OC(=O)[N:7]([C:37]1[CH:38]=[N:39][C:40]([O:43][CH2:44][CH3:45])=[CH:41][CH:42]=1)[C:8]1[CH:13]=[CH:12][C:11]([CH:14](O)[C:15]2[C:23]3[C:18](=[N:19][CH:20]=[C:21]([CH3:24])[CH:22]=3)[N:17]([Si](C(C)C)(C(C)C)C(C)C)[CH:16]=2)=[C:10]([F:36])[N:9]=1)(C)(C)C.C([SiH](CC)CC)C.FC(F)(F)C(O)=O.C(=O)([O-])[O-].[K+].[K+]. (3) Given the product [Cl:1][C:2]1[CH:22]=[C:21]([NH:23][C:24]2[NH:29][N:28]=[N:27][N:25]=2)[CH:20]=[C:19]([CH3:26])[C:3]=1[O:4][C:5]1[CH:6]=[CH:7][C:8]([OH:18])=[C:9]([S:11]([NH:14][CH:15]2[CH2:16][CH2:17]2)(=[O:12])=[O:13])[CH:10]=1, predict the reactants needed to synthesize it. The reactants are: [Cl:1][C:2]1[CH:22]=[C:21]([NH:23][C:24]#[N:25])[CH:20]=[C:19]([CH3:26])[C:3]=1[O:4][C:5]1[CH:6]=[CH:7][C:8]([OH:18])=[C:9]([S:11]([NH:14][CH:15]2[CH2:17][CH2:16]2)(=[O:13])=[O:12])[CH:10]=1.[N-:27]=[N+:28]=[N-:29].[Na+].[Cl-].[NH4+]. (4) Given the product [Cl:1][C:2]1[C:3](=[O:24])[N:4]([CH2:12][CH2:13][C:14]2[CH:15]=[CH:16][C:17]([C:18]([OH:20])=[O:19])=[CH:22][CH:23]=2)[C:5]([CH:9]([O:11][C:31]2[CH:30]=[CH:29][CH:28]=[C:27]([CH2:25][CH3:26])[CH:32]=2)[CH3:10])=[C:6]([Cl:8])[CH:7]=1, predict the reactants needed to synthesize it. The reactants are: [Cl:1][C:2]1[C:3](=[O:24])[N:4]([CH2:12][CH2:13][C:14]2[CH:23]=[CH:22][C:17]([C:18]([O:20]C)=[O:19])=[CH:16][CH:15]=2)[C:5]([CH:9]([OH:11])[CH3:10])=[C:6]([Cl:8])[CH:7]=1.[CH2:25]([C:27]1[CH:28]=[C:29](O)[CH:30]=[CH:31][CH:32]=1)[CH3:26].C1(P(C2C=CC=CC=2)C2C=CC=CC=2)C=CC=CC=1.N(C(OCC)=O)=NC(OCC)=O. (5) Given the product [N+:12]([C:3]1[CH:4]=[CH:5][C:6]([O:8][CH2:9][CH2:10][CH3:11])=[CH:7][C:2]=1[NH2:15])([O-:14])=[O:13], predict the reactants needed to synthesize it. The reactants are: F[C:2]1[CH:7]=[C:6]([O:8][CH2:9][CH2:10][CH3:11])[CH:5]=[CH:4][C:3]=1[N+:12]([O-:14])=[O:13].[NH4+:15].[OH-].